From a dataset of Peptide-MHC class I binding affinity with 185,985 pairs from IEDB/IMGT. Regression. Given a peptide amino acid sequence and an MHC pseudo amino acid sequence, predict their binding affinity value. This is MHC class I binding data. (1) The binding affinity (normalized) is 0.462. The peptide sequence is DISKLTNFK. The MHC is HLA-A11:01 with pseudo-sequence HLA-A11:01. (2) The peptide sequence is TMMRHRREL. The MHC is HLA-A02:11 with pseudo-sequence HLA-A02:11. The binding affinity (normalized) is 0.0847. (3) The peptide sequence is GGRKLKLTK. The MHC is HLA-A30:01 with pseudo-sequence HLA-A30:01. The binding affinity (normalized) is 0.491. (4) The peptide sequence is EGGVGWRHW. The MHC is HLA-A30:02 with pseudo-sequence HLA-A30:02. The binding affinity (normalized) is 0. (5) The peptide sequence is MGYELWPTK. The MHC is HLA-A11:01 with pseudo-sequence HLA-A11:01. The binding affinity (normalized) is 0.380.